This data is from Full USPTO retrosynthesis dataset with 1.9M reactions from patents (1976-2016). The task is: Predict the reactants needed to synthesize the given product. (1) Given the product [CH3:10][N:11]([CH2:12][CH2:13][CH:14]1[CH2:15][CH2:16][N:17]([C:20]([O:22][CH2:23][C:24]2[CH:25]=[C:26]([Cl:31])[CH:27]=[C:28]([Cl:30])[CH:29]=2)=[O:21])[CH2:18][CH2:19]1)[C:1]([C:4]1[N:8]=[N:7][NH:6][N:5]=1)=[O:2], predict the reactants needed to synthesize it. The reactants are: [C:1]([C:4]1[N-:8][N:7]=[N:6][N:5]=1)(O)=[O:2].[K+].[CH3:10][NH:11][CH2:12][CH2:13][CH:14]1[CH2:19][CH2:18][N:17]([C:20]([O:22][CH2:23][C:24]2[CH:29]=[C:28]([Cl:30])[CH:27]=[C:26]([Cl:31])[CH:25]=2)=[O:21])[CH2:16][CH2:15]1. (2) Given the product [C:1]([O:4][C@@H:5]([C@H:7]([NH2:11])[C:8]([NH2:10])=[O:9])[CH3:6])(=[O:3])[CH3:2], predict the reactants needed to synthesize it. The reactants are: [C:1]([O:4][C@@H:5]([C@H:7]([NH:11]C(OCC1C=CC=CC=1)=O)[C:8]([NH2:10])=[O:9])[CH3:6])(=[O:3])[CH3:2].